Dataset: Full USPTO retrosynthesis dataset with 1.9M reactions from patents (1976-2016). Task: Predict the reactants needed to synthesize the given product. (1) The reactants are: Cl[C:2]1[CH:7]=[CH:6][NH:5][C:4](=[O:8])[CH:3]=1.[CH2:9](Br)[C:10]1[CH:15]=[CH:14][CH:13]=[CH:12][CH:11]=1. Given the product [CH2:9]([O:8][C:4]1[CH:3]=[CH:2][CH:7]=[CH:6][N:5]=1)[C:10]1[CH:15]=[CH:14][CH:13]=[CH:12][CH:11]=1, predict the reactants needed to synthesize it. (2) Given the product [F:27][C:22]1[CH:23]=[CH:24][CH:25]=[CH:26][C:21]=1[CH2:20][N:13]1[C:14]2=[N:15][CH:16]=[CH:17][CH:18]=[C:19]2[C:11]([C:10]2[NH:6][C:7](=[O:28])[NH:8][N:9]=2)=[N:12]1, predict the reactants needed to synthesize it. The reactants are: COC1C=C(OC)C=CC=1C[N:6]1[C:10]([C:11]2[C:19]3[C:14](=[N:15][CH:16]=[CH:17][CH:18]=3)[N:13]([CH2:20][C:21]3[CH:26]=[CH:25][CH:24]=[CH:23][C:22]=3[F:27])[N:12]=2)=[N:9][NH:8][C:7]1=[O:28].C1(C)C=CC(S(O)(=O)=O)=CC=1. (3) Given the product [F:9][C:10]1[CH:19]=[C:18]2[C:13]([CH2:14][CH2:15][NH:16][CH:17]2[C:20]2[CH:25]=[CH:24][C:23]([C:26]([F:29])([F:27])[F:28])=[CH:22][CH:21]=2)=[CH:12][CH:11]=1, predict the reactants needed to synthesize it. The reactants are: [BH4-].[Na+].O.C(=O)(O)[O-].[Na+].[F:9][C:10]1[CH:19]=[C:18]2[C:13]([CH2:14][CH2:15][N:16]=[C:17]2[C:20]2[CH:25]=[CH:24][C:23]([C:26]([F:29])([F:28])[F:27])=[CH:22][CH:21]=2)=[CH:12][CH:11]=1. (4) Given the product [Cl:18][C:19]1[CH:20]=[CH:21][C:22]([C:25]2([CH2:28][NH:29][C:2]3[CH:7]=[C:6]([C:8]4[CH:13]=[CH:12][CH:11]=[C:10]([CH3:14])[C:9]=4[CH3:15])[N:5]=[C:4]([NH2:16])[N:3]=3)[CH2:26][CH2:27]2)=[CH:23][CH:24]=1, predict the reactants needed to synthesize it. The reactants are: Cl[C:2]1[CH:7]=[C:6]([C:8]2[CH:13]=[CH:12][CH:11]=[C:10]([CH3:14])[C:9]=2[CH3:15])[N:5]=[C:4]([NH2:16])[N:3]=1.Cl.[Cl:18][C:19]1[CH:24]=[CH:23][C:22]([C:25]2([CH2:28][NH2:29])[CH2:27][CH2:26]2)=[CH:21][CH:20]=1.CCN(C(C)C)C(C)C. (5) Given the product [NH2:1][C:2]1[N:16]=[CH:15][C:14]([C:23]2[CH:24]=[CH:25][C:20]([NH2:19])=[CH:21][CH:22]=2)=[CH:13][C:3]=1[C:4]([NH:6][C:7]1[CH:12]=[CH:11][N:10]=[CH:9][CH:8]=1)=[O:5], predict the reactants needed to synthesize it. The reactants are: [NH2:1][C:2]1[N:16]=[CH:15][C:14](Br)=[CH:13][C:3]=1[C:4]([NH:6][C:7]1[CH:12]=[CH:11][N:10]=[CH:9][CH:8]=1)=[O:5].Cl.[NH2:19][C:20]1[CH:25]=[CH:24][C:23](B(O)O)=[CH:22][CH:21]=1. (6) The reactants are: NCCN(CC)CCOC1C(F)=NC=CC=1.IC1C=CC2N(C=C(C(OCC)=O)N=2)C=1.[CH2:32]([N:34]([CH2:45][CH2:46][NH:47][C:48]([C:50]1[CH:59]=[N:58][C:57]2[C:52](=[CH:53][CH:54]=[C:55]([I:60])C=2)[N:51]=1)=[O:49])[CH2:35][CH2:36][O:37][C:38]1[C:39]([F:44])=[N:40][CH:41]=[CH:42][CH:43]=1)[CH3:33]. Given the product [CH2:32]([N:34]([CH2:45][CH2:46][NH:47][C:48]([C:50]1[N:51]=[C:52]2[CH:53]=[CH:54][C:55]([I:60])=[CH:57][N:58]2[CH:59]=1)=[O:49])[CH2:35][CH2:36][O:37][C:38]1[C:39]([F:44])=[N:40][CH:41]=[CH:42][CH:43]=1)[CH3:33], predict the reactants needed to synthesize it.